From a dataset of Full USPTO retrosynthesis dataset with 1.9M reactions from patents (1976-2016). Predict the reactants needed to synthesize the given product. (1) Given the product [CH3:22][C:20]1[CH:19]=[CH:18][N:17]=[C:16]([C:2]#[C:1][C:3]2[C:4]([C:9]3[CH:14]=[CH:13][CH:12]=[CH:11][CH:10]=3)=[N:5][O:6][C:7]=2[CH3:8])[CH:21]=1, predict the reactants needed to synthesize it. The reactants are: [C:1]([C:3]1[C:4]([C:9]2[CH:14]=[CH:13][CH:12]=[CH:11][CH:10]=2)=[N:5][O:6][C:7]=1[CH3:8])#[CH:2].Br[C:16]1[CH:21]=[C:20]([CH3:22])[CH:19]=[CH:18][N:17]=1. (2) The reactants are: C(Cl)(=O)C(Cl)=O.CS(C)=O.[CH2:11]([O:18][C:19]([N:21]1[CH2:26][CH2:25][C@@H:24]([O:27][C:28]2[CH:33]=[CH:32][CH:31]=[C:30]([CH3:34])[C:29]=2[CH3:35])[C@H:23]([OH:36])[CH2:22]1)=[O:20])[C:12]1[CH:17]=[CH:16][CH:15]=[CH:14][CH:13]=1.C(N(CC)CC)C. Given the product [CH3:35][C:29]1[C:30]([CH3:34])=[CH:31][CH:32]=[CH:33][C:28]=1[O:27][CH:24]1[CH2:25][CH2:26][N:21]([C:19]([O:18][CH2:11][C:12]2[CH:17]=[CH:16][CH:15]=[CH:14][CH:13]=2)=[O:20])[CH2:22][C:23]1=[O:36], predict the reactants needed to synthesize it. (3) Given the product [CH2:25]([C:3]1([CH2:1][CH3:2])[C:7](=[O:8])[O:6][CH:5]([CH2:9][CH2:10][N:11]2[CH2:16][CH2:15][N:14]([C:17]3[CH:24]=[CH:23][C:22]([C:28]#[N:27])=[CH:21][CH:18]=3)[CH2:13][CH2:12]2)[CH2:4]1)[CH3:26], predict the reactants needed to synthesize it. The reactants are: [CH2:1]([C:3]1([CH2:25][CH3:26])[C:7](=[O:8])[O:6][CH:5]([CH2:9][CH2:10][N:11]2[CH2:16][CH2:15][N:14]([C:17]3[CH:24]=[CH:23][CH:22]=[CH:21][C:18]=3C#N)[CH2:13][CH2:12]2)[CH2:4]1)[CH3:2].[N:27]1(C2C=CC(C#N)=CC=2)CCNC[CH2:28]1.N1(C2C=CC=CC=2C#N)CCNCC1.